Dataset: Full USPTO retrosynthesis dataset with 1.9M reactions from patents (1976-2016). Task: Predict the reactants needed to synthesize the given product. (1) Given the product [F:1][C:2]1[CH:28]=[CH:27][CH:26]=[C:25]([F:29])[C:3]=1[O:4][C:5]1[CH:6]=[N:7][N:8]([CH:12]([CH2:16][C:17]2[C:22]([F:23])=[CH:21][CH:20]=[CH:19][C:18]=2[F:24])[C:13]([NH:30][C:31]2[CH:35]=[CH:34][N:33]([CH2:36][C:37]([OH:39])([CH3:38])[CH3:40])[N:32]=2)=[O:15])[C:9](=[O:11])[CH:10]=1, predict the reactants needed to synthesize it. The reactants are: [F:1][C:2]1[CH:28]=[CH:27][CH:26]=[C:25]([F:29])[C:3]=1[O:4][C:5]1[CH:6]=[N:7][N:8]([CH:12]([CH2:16][C:17]2[C:22]([F:23])=[CH:21][CH:20]=[CH:19][C:18]=2[F:24])[C:13]([OH:15])=O)[C:9](=[O:11])[CH:10]=1.[NH2:30][C:31]1[CH:35]=[CH:34][N:33]([CH2:36][C:37]([CH3:40])([OH:39])[CH3:38])[N:32]=1. (2) Given the product [CH:20]([C@H:9]1[C:10]2=[N:11][CH:12]=[C:13]([C:17]([O:19][CH3:24])=[O:18])[CH:14]=[C:15]2[CH2:16][N:8]1[C:6]([O:5][C:1]([CH3:4])([CH3:3])[CH3:2])=[O:7])([CH3:22])[CH3:21], predict the reactants needed to synthesize it. The reactants are: [C:1]([O:5][C:6]([N:8]1[CH2:16][C:15]2[C:10](=[N:11][CH:12]=[C:13]([C:17]([OH:19])=[O:18])[CH:14]=2)[C@@H:9]1[CH:20]([CH3:22])[CH3:21])=[O:7])([CH3:4])([CH3:3])[CH3:2].Cl[C:24]1C=C2CN(C(OC(C)(C)C)=O)[C@@H](C(C)C)C2=NC=1.N12CCCN=C1CCCCC2.N#N.F[B-](F)(F)F.C([PH+](C(C)(C)C)C(C)(C)C)(C)(C)C. (3) Given the product [I-:13].[I-:13].[CH2:14]([N+:1]1[CH:6]=[CH:5][C:4]([C:7]2[CH:12]=[CH:11][N+:10]([CH2:2][CH2:3][CH2:4][CH2:7][CH2:8][CH3:9])=[CH:9][CH:8]=2)=[CH:3][CH:2]=1)[CH2:15][CH2:16][CH2:17][CH2:18][CH3:19], predict the reactants needed to synthesize it. The reactants are: [N:1]1[CH:6]=[CH:5][C:4]([C:7]2[CH:12]=[CH:11][N:10]=[CH:9][CH:8]=2)=[CH:3][CH:2]=1.[I:13][CH2:14][CH2:15][CH2:16][CH2:17][CH2:18][CH3:19].